This data is from Reaction yield outcomes from USPTO patents with 853,638 reactions. The task is: Predict the reaction yield, written as a fraction of the theoretical maximum amount of product (1.0 means a 100% yield; for example, 0.34 means a 34% yield). (1) The reactants are [N+:1]([C:4]1[CH:5]=[N:6][NH:7][CH:8]=1)([O-:3])=[O:2].C([O-])([O-])=O.[Cs+].[Cs+].Br[CH2:16][CH2:17][O:18][Si:19]([C:22]([CH3:25])([CH3:24])[CH3:23])([CH3:21])[CH3:20]. The catalyst is CN(C=O)C.CCOC(C)=O. The product is [Si:19]([O:18][CH2:17][CH2:16][N:6]1[CH:5]=[C:4]([N+:1]([O-:3])=[O:2])[CH:8]=[N:7]1)([C:22]([CH3:25])([CH3:24])[CH3:23])([CH3:21])[CH3:20]. The yield is 0.850. (2) The reactants are [F:1][C:2]1[CH:7]=[CH:6][C:5]([CH2:8][C:9]2[CH:18]=[C:17]3[C:12]([C:13]([OH:30])=[C:14]([C:25](OCC)=[O:26])[C:15](=[O:24])[N:16]3[CH2:19][C:20]([F:23])([F:22])[F:21])=[N:11][CH:10]=2)=[CH:4][CH:3]=1.[NH2:31][C@H:32]([CH3:35])[CH2:33][OH:34]. No catalyst specified. The product is [F:1][C:2]1[CH:7]=[CH:6][C:5]([CH2:8][C:9]2[CH:18]=[C:17]3[C:12]([C:13]([OH:30])=[C:14]([C:25]([NH:31][C@H:32]([CH3:35])[CH2:33][OH:34])=[O:26])[C:15](=[O:24])[N:16]3[CH2:19][C:20]([F:23])([F:22])[F:21])=[N:11][CH:10]=2)=[CH:4][CH:3]=1. The yield is 0.950. (3) The reactants are C[O:2][CH2:3][C:4]1C=CC(C#N)=CC=1.C[Mg]I.[C:15]1([CH3:21])[CH:20]=[CH:19][CH:18]=[CH:17][CH:16]=1.[CH3:22][OH:23].O. The catalyst is C1COCC1.C(OCC)C. The product is [CH3:22][O:23][CH2:21][C:15]1[CH:20]=[CH:19][C:18]([C:3](=[O:2])[CH3:4])=[CH:17][CH:16]=1. The yield is 0.550.